Predict the reactants needed to synthesize the given product. From a dataset of Full USPTO retrosynthesis dataset with 1.9M reactions from patents (1976-2016). (1) Given the product [NH2:11][C@@H:12]1[C:15](=[O:16])[NH:14][C@@H:13]1[CH2:17][N:18]1[N:22]=[C:21]([CH2:23][NH:24][C:25](=[N:46][C:47]([O:49][C:50]([CH3:53])([CH3:52])[CH3:51])=[O:48])[N:26]([CH2:34][CH:35]2[CH2:36][N:37]([C:39]([O:41][C:42]([CH3:43])([CH3:45])[CH3:44])=[O:40])[CH2:38]2)[C:27]([O:29][C:30]([CH3:33])([CH3:32])[CH3:31])=[O:28])[CH:20]=[N:19]1, predict the reactants needed to synthesize it. The reactants are: C(OC([NH:11][C@@H:12]1[C:15](=[O:16])[NH:14][C@@H:13]1[CH2:17][N:18]1[N:22]=[C:21]([CH2:23][NH:24][C:25](=[N:46][C:47]([O:49][C:50]([CH3:53])([CH3:52])[CH3:51])=[O:48])[N:26]([CH2:34][CH:35]2[CH2:38][N:37]([C:39]([O:41][C:42]([CH3:45])([CH3:44])[CH3:43])=[O:40])[CH2:36]2)[C:27]([O:29][C:30]([CH3:33])([CH3:32])[CH3:31])=[O:28])[CH:20]=[N:19]1)=O)C1C=CC=CC=1.[H][H]. (2) Given the product [BrH:1].[CH3:2][N:3]1[CH2:7][CH2:6][CH2:5][C@@H:4]1[CH2:8][C:9]1[C:17]2[C:12](=[CH:13][CH:14]=[C:15]([CH2:18][CH2:19][S:20]([C:23]3[CH:28]=[CH:27][CH:26]=[CH:25][CH:24]=3)(=[O:21])=[O:22])[CH:16]=2)[NH:11][CH:10]=1, predict the reactants needed to synthesize it. The reactants are: [BrH:1].[CH3:2][N:3]1[CH2:7][CH2:6][CH2:5][C@@H:4]1[CH2:8][C:9]1[C:17]2[C:12](=[CH:13][CH:14]=[C:15]([CH:18]=[CH:19][S:20]([C:23]3[CH:28]=[CH:27][CH:26]=[CH:25][CH:24]=3)(=[O:22])=[O:21])[CH:16]=2)[NH:11][CH:10]=1.Br.[Br-]. (3) Given the product [CH3:1][C:2]1[C:6]([C:7]2[CH:19]=[C:18]([C:20]([NH:47][CH2:48][CH2:49][CH3:50])=[O:21])[C:17]3[C:12]4[C:11](=[CH:16][CH:15]=[C:14]([C:23]([N:25]5[CH2:28][CH:27]([F:29])[CH2:26]5)=[O:24])[CH:13]=4)[N:10]([CH2:30][C:31]4[CH:32]=[CH:33][C:34]([F:37])=[CH:35][CH:36]=4)[C:9]=3[CH:8]=2)=[C:5]([CH3:38])[O:4][N:3]=1, predict the reactants needed to synthesize it. The reactants are: [CH3:1][C:2]1[C:6]([C:7]2[CH:19]=[C:18]([C:20](O)=[O:21])[C:17]3[C:16]4[C:11](=[CH:12][CH:13]=[C:14]([C:23]([N:25]5[CH2:28][CH:27]([F:29])[CH2:26]5)=[O:24])[CH:15]=4)[N:10]([CH2:30][C:31]4[CH:36]=[CH:35][C:34]([F:37])=[CH:33][CH:32]=4)[C:9]=3[CH:8]=2)=[C:5]([CH3:38])[O:4][N:3]=1.CN(C(O[N:47]1N=N[C:49]2[CH:50]=CC(=C[C:48]1=2)Cl)=[N+](C)C)C.F[P-](F)(F)(F)(F)F.C(N)CC. (4) Given the product [Cl:1][C:2]1[N:7]=[CH:6][C:5]([CH2:8][C:9]2[CH:10]=[C:11]3[C:16](=[C:17]4[CH:22]=[CH:21][CH:20]=[CH:19][C:18]=24)[N:15]=[CH:14][N:13]([C@@H:23]2[CH2:28][CH2:27][CH2:26][CH2:25][C@H:24]2[OH:29])[C:12]3=[O:30])=[CH:4][CH:3]=1.[OH:29][C@@H:24]1[CH2:25][CH2:26][CH2:27][CH2:28][C@H:23]1[N:13]1[C:12](=[O:30])[C:11]2[C:16](=[C:17]3[CH:22]=[CH:21][CH:20]=[CH:19][C:18]3=[C:9]([CH2:8][C:5]3[CH:6]=[N:7][C:2]([C:41]4[CH:40]=[N:39][N:38]([CH3:37])[CH:42]=4)=[CH:3][CH:4]=3)[CH:10]=2)[N:15]=[CH:14]1, predict the reactants needed to synthesize it. The reactants are: [Cl:1][C:2]1[N:7]=[CH:6][C:5]([CH2:8][C:9]2[CH:10]=[C:11]3[C:16](=[C:17]4[CH:22]=[CH:21][CH:20]=[CH:19][C:18]=24)[N:15]=[CH:14][N:13]([C@@H:23]2[CH2:28][CH2:27][CH2:26][CH2:25][C@H:24]2[OH:29])[C:12]3=[O:30])=[CH:4][CH:3]=1.C(=O)([O-])[O-].[Cs+].[Cs+].[CH3:37][N:38]1[CH:42]=[C:41](B2OC(C)(C)C(C)(C)O2)[CH:40]=[N:39]1. (5) Given the product [CH3:15][O:16][C:17]1[CH:22]=[CH:21][C:20]([C:2]2[CH:11]=[CH:10][C:5]([C:6]([O:8][CH3:9])=[O:7])=[C:4]([N+:12]([O-:14])=[O:13])[CH:3]=2)=[CH:19][CH:18]=1, predict the reactants needed to synthesize it. The reactants are: Cl[C:2]1[CH:11]=[CH:10][C:5]([C:6]([O:8][CH3:9])=[O:7])=[C:4]([N+:12]([O-:14])=[O:13])[CH:3]=1.[CH3:15][O:16][C:17]1[CH:22]=[CH:21][C:20](B(O)O)=[CH:19][CH:18]=1.C(=O)([O-])[O-].[Na+].[Na+].Cl. (6) Given the product [C:31]([C:23]1[C:24]([NH:26][CH2:27][CH2:28][O:29][CH3:30])=[CH:25][C:20]([NH:19][C:18]([N:12]2[C:11]3[C:16](=[CH:17][C:8]([CH:6]([NH:40][CH3:39])[CH3:7])=[C:9]([CH:34]([O:37][CH3:38])[O:35][CH3:36])[N:10]=3)[CH2:15][CH2:14][CH2:13]2)=[O:33])=[N:21][CH:22]=1)#[N:32], predict the reactants needed to synthesize it. The reactants are: CS(O[CH:6]([C:8]1[C:9]([CH:34]([O:37][CH3:38])[O:35][CH3:36])=[N:10][C:11]2[N:12]([C:18](=[O:33])[NH:19][C:20]3[CH:25]=[C:24]([NH:26][CH2:27][CH2:28][O:29][CH3:30])[C:23]([C:31]#[N:32])=[CH:22][N:21]=3)[CH2:13][CH2:14][CH2:15][C:16]=2[CH:17]=1)[CH3:7])(=O)=O.[CH3:39][NH2:40]. (7) Given the product [CH:1]1([NH:4][C:5]([C:7]2[C:16](=[O:17])[C:15]3[C:10](=[N:11][CH:12]=[CH:13][CH:14]=3)[N:9]([C:18]3[CH:19]=[C:20]([C:24]4[CH:25]=[CH:26][C:27]([CH2:38][C:39]5([C:43]([O:45][CH2:46][CH3:47])=[O:44])[CH2:42][CH2:41][CH2:40]5)=[CH:28][CH:29]=4)[CH:21]=[CH:22][CH:23]=3)[CH:8]=2)=[O:6])[CH2:3][CH2:2]1, predict the reactants needed to synthesize it. The reactants are: [CH:1]1([NH:4][C:5]([C:7]2[C:16](=[O:17])[C:15]3[C:10](=[N:11][CH:12]=[CH:13][CH:14]=3)[N:9]([C:18]3[CH:19]=[C:20]([C:24]4[CH:29]=[CH:28][C:27](C(O)=O)=[CH:26][CH:25]=4)[CH:21]=[CH:22][CH:23]=3)[CH:8]=2)=[O:6])[CH2:3][CH2:2]1.BrC1C=CC([CH2:38][C:39]2([C:43]([O:45][CH2:46][CH3:47])=[O:44])[CH2:42][CH2:41][CH2:40]2)=CC=1.C([O-])([O-])=O.[Na+].[Na+].C1C=CC(P(C2C=CC=CC=2)C2C=CC=CC=2)=CC=1. (8) Given the product [N+:18]([C:15]1[CH:16]=[CH:17][C:12]([C:10]2[N:1]=[C:2]3[CH:7]=[CH:6][CH:5]=[CH:4][N:3]3[CH:9]=2)=[CH:13][CH:14]=1)([O-:20])=[O:19], predict the reactants needed to synthesize it. The reactants are: [NH2:1][C:2]1[CH:7]=[CH:6][CH:5]=[CH:4][N:3]=1.Br[CH2:9][C:10]([C:12]1[CH:17]=[CH:16][C:15]([N+:18]([O-:20])=[O:19])=[CH:14][CH:13]=1)=O. (9) Given the product [CH2:1]([O:8][C:9]1[CH:10]=[C:11]2[C:19](=[CH:20][CH:21]=1)[NH:18][C:17]1[CH:16]([C:22]([O-:24])=[O:23])[N:15]([CH3:26])[CH2:14][CH2:13][C:12]2=1)[C:2]1[CH:7]=[CH:6][CH:5]=[CH:4][CH:3]=1.[Na+:28], predict the reactants needed to synthesize it. The reactants are: [CH2:1]([O:8][C:9]1[CH:10]=[C:11]2[C:19](=[CH:20][CH:21]=1)[NH:18][C:17]1[CH:16]([C:22]([O:24]C)=[O:23])[N:15]([CH3:26])[CH2:14][CH2:13][C:12]2=1)[C:2]1[CH:7]=[CH:6][CH:5]=[CH:4][CH:3]=1.[OH-].[Na+:28].C(OCC)C.